From a dataset of Catalyst prediction with 721,799 reactions and 888 catalyst types from USPTO. Predict which catalyst facilitates the given reaction. (1) Reactant: Cl[C:2]1[N:3]=[N:4][C:5]([C:8]2[CH:13]=[CH:12][CH:11]=[CH:10][CH:9]=2)=[CH:6][CH:7]=1.[Li+].[Cl-].[CH:16]([Sn](C=C)(C=C)C=C)=[CH2:17]. Product: [CH:16]([C:2]1[N:3]=[N:4][C:5]([C:8]2[CH:13]=[CH:12][CH:11]=[CH:10][CH:9]=2)=[CH:6][CH:7]=1)=[CH2:17]. The catalyst class is: 235. (2) Reactant: [NH2:1][C:2]1[CH:7]=[CH:6][C:5]([C:8]([NH:10][S:11]([C:14]2[S:15][C:16]([Cl:19])=[CH:17][CH:18]=2)(=[O:13])=[O:12])=[O:9])=[CH:4][CH:3]=1.[N:20]([C:23]1[CH:32]=[CH:31][CH:30]=[CH:29][C:24]=1[C:25](OC)=[O:26])=[C:21]=[O:22].C1CCN2C(=NCCC2)CC1. Product: [O:22]=[C:21]1[N:1]([C:2]2[CH:7]=[CH:6][C:5]([C:8]([NH:10][S:11]([C:14]3[S:15][C:16]([Cl:19])=[CH:17][CH:18]=3)(=[O:13])=[O:12])=[O:9])=[CH:4][CH:3]=2)[C:25](=[O:26])[C:24]2[C:23](=[CH:32][CH:31]=[CH:30][CH:29]=2)[NH:20]1. The catalyst class is: 1. (3) Reactant: [NH:1](C(OCC1C2C(=CC=CC=2)C2C1=CC=CC=2)=O)[C@H:2]([C:7]([NH:9][C@H:10]([C:15]([O:17][CH2:18][C:19]1[CH:24]=[CH:23][CH:22]=[CH:21][CH:20]=1)=[O:16])[CH2:11][CH:12]([CH3:14])[CH3:13])=[O:8])[CH2:3][CH:4]([CH3:6])[CH3:5].C(NCC)C.C(#N)C. Product: [NH2:1][C@H:2]([C:7]([NH:9][C@H:10]([C:15]([O:17][CH2:18][C:19]1[CH:24]=[CH:23][CH:22]=[CH:21][CH:20]=1)=[O:16])[CH2:11][CH:12]([CH3:13])[CH3:14])=[O:8])[CH2:3][CH:4]([CH3:5])[CH3:6]. The catalyst class is: 22. (4) Reactant: C(OC(=O)[NH:7][C@H:8]1[CH2:16][CH2:15][CH2:14][C@H:13]([CH2:17][C:18]2[CH:23]=[CH:22][CH:21]=[CH:20][CH:19]=2)[C@@H:12]([CH2:24][CH2:25][CH2:26][CH3:27])[C@H:11]([CH3:28])[O:10][C:9]1=[O:29])(C)(C)C.[ClH:31]. Product: [Cl-:31].[CH2:17]([C@@H:13]1[C@@H:12]([CH2:24][CH2:25][CH2:26][CH3:27])[C@H:11]([CH3:28])[O:10][C:9](=[O:29])[C@@H:8]([NH3+:7])[CH2:16][CH2:15][CH2:14]1)[C:18]1[CH:23]=[CH:22][CH:21]=[CH:20][CH:19]=1. The catalyst class is: 2. (5) The catalyst class is: 3. Product: [CH3:43][O:44][N:45]([CH3:46])[C:8]([C:3]1[C:2]([NH2:1])=[N:7][CH:6]=[CH:5][N:4]=1)=[O:10]. Reactant: [NH2:1][C:2]1[C:3]([C:8]([OH:10])=O)=[N:4][CH:5]=[CH:6][N:7]=1.CCN=C=NCCCN(C)C.Cl.C1C=CC2N(O)N=NC=2C=1.C(N(C(C)C)CC)(C)C.Cl.[CH3:43][O:44][NH:45][CH3:46]. (6) Reactant: [F-].C([N+](CCCC)(CCCC)CCCC)CCC.[Si]([O:36][CH2:37][CH2:38][O:39][CH2:40][C@H:41]([O:52][C:53]1[N:58]=[CH:57][N:56]=[C:55]2[N:59]([C:62]3[CH:67]=[CH:66][CH:65]=[C:64]([C:68]#[N:69])[C:63]=3[CH3:70])[N:60]=[CH:61][C:54]=12)[C:42]([NH:44][C:45]1[CH:50]=[CH:49][C:48]([CH3:51])=[CH:47][N:46]=1)=[O:43])(C(C)(C)C)(C1C=CC=CC=1)C1C=CC=CC=1. Product: [C:68]([C:64]1[C:63]([CH3:70])=[C:62]([N:59]2[C:55]3=[N:56][CH:57]=[N:58][C:53]([O:52][C@@H:41]([CH2:40][O:39][CH2:38][CH2:37][OH:36])[C:42]([NH:44][C:45]4[CH:50]=[CH:49][C:48]([CH3:51])=[CH:47][N:46]=4)=[O:43])=[C:54]3[CH:61]=[N:60]2)[CH:67]=[CH:66][CH:65]=1)#[N:69]. The catalyst class is: 1. (7) The catalyst class is: 35. Product: [F:29][C:26]1[CH:27]=[CH:28][C:23]([C:21]2[N:13]([S:57]([C:54]3[CH:53]=[CH:52][C:51]([C:50]([F:49])([F:61])[F:62])=[CH:56][CH:55]=3)(=[O:59])=[O:58])[CH:12]=[C:14]([C:15]([O:17][CH2:18][CH3:19])=[O:16])[CH:20]=2)=[CH:24][CH:25]=1. Reactant: FC1C=CC(C(=O)CBr)=CC=1.[C:12]([CH:14]([CH2:20][C:21]([C:23]1[CH:28]=[CH:27][C:26]([F:29])=[CH:25][CH:24]=1)=O)[C:15]([O:17][CH2:18][CH3:19])=[O:16])#[N:13].FC1C=CC(C2NC=C(C(OCC)=O)C=2)=CC=1.[H-].[Na+].[F:49][C:50]([F:62])([F:61])[C:51]1[CH:56]=[CH:55][C:54]([S:57](Cl)(=[O:59])=[O:58])=[CH:53][CH:52]=1. (8) Reactant: [C:1]([C:5]1[CH:48]=[CH:47][C:8]([CH2:9][O:10][C:11]2[CH:16]=[CH:15][CH:14]=[CH:13][C:12]=2[CH2:17][CH2:18][N:19]([CH2:35][CH2:36][C:37]2[CH:42]=[CH:41][C:40]([C:43]([O:45]C)=[O:44])=[CH:39][CH:38]=2)[CH:20]2[CH2:29][CH2:28][CH2:27][C:26]3[N:25]=[C:24]([C:30]([O:32]CC)=[O:31])[CH:23]=[CH:22][C:21]2=3)=[CH:7][CH:6]=1)([CH3:4])([CH3:3])[CH3:2].O.[OH-].[Li+]. The catalyst class is: 20. Product: [C:1]([C:5]1[CH:48]=[CH:47][C:8]([CH2:9][O:10][C:11]2[CH:16]=[CH:15][CH:14]=[CH:13][C:12]=2[CH2:17][CH2:18][N:19]([CH2:35][CH2:36][C:37]2[CH:38]=[CH:39][C:40]([C:43]([OH:45])=[O:44])=[CH:41][CH:42]=2)[CH:20]2[CH2:29][CH2:28][CH2:27][C:26]3[N:25]=[C:24]([C:30]([OH:32])=[O:31])[CH:23]=[CH:22][C:21]2=3)=[CH:7][CH:6]=1)([CH3:4])([CH3:2])[CH3:3]. (9) Reactant: [CH2:1]([C:3]1[S:31][C:6]2[N:7]=[C:8]([C:24]([NH:26][CH2:27][C:28](O)=[O:29])=[O:25])[N:9]=[C:10]([N:11]3[CH2:16][CH2:15][N:14]4[C:17]([C:20]([F:23])([F:22])[F:21])=[N:18][N:19]=[C:13]4[CH2:12]3)[C:5]=2[CH:4]=1)[CH3:2].ClC(OCC(C)C)=O.CN1CCOCC1.[BH4-].[Na+]. Product: [OH:29][CH2:28][CH2:27][NH:26][C:24]([C:8]1[N:9]=[C:10]([N:11]2[CH2:16][CH2:15][N:14]3[C:17]([C:20]([F:21])([F:22])[F:23])=[N:18][N:19]=[C:13]3[CH2:12]2)[C:5]2[CH:4]=[C:3]([CH2:1][CH3:2])[S:31][C:6]=2[N:7]=1)=[O:25]. The catalyst class is: 30.